From a dataset of Forward reaction prediction with 1.9M reactions from USPTO patents (1976-2016). Predict the product of the given reaction. (1) Given the reactants [N:1]1[CH:6]=[CH:5][CH:4]=[C:3]([CH2:7][NH:8][C:9]([C:11]2[S:15][C:14]([C:16]3[NH:17][N:18]=[CH:19][CH:20]=3)=[N:13][C:12]=2[CH3:21])=[O:10])[CH:2]=1.[Cl:22][C:23]1[CH:30]=[CH:29][C:26]([CH2:27]Br)=[CH:25][CH:24]=1.C(=O)([O-])[O-].[K+].[K+], predict the reaction product. The product is: [N:1]1[CH:6]=[CH:5][CH:4]=[C:3]([CH2:7][NH:8][C:9]([C:11]2[S:15][C:14]([C:16]3[CH:20]=[CH:19][N:18]([CH2:27][C:26]4[CH:29]=[CH:30][C:23]([Cl:22])=[CH:24][CH:25]=4)[N:17]=3)=[N:13][C:12]=2[CH3:21])=[O:10])[CH:2]=1. (2) Given the reactants [C:1](/[CH:3]=[CH:4]/[C:5]1[CH:12]=[CH:11][C:8]([C:9]#[N:10])=[CH:7][CH:6]=1)#[N:2].[N+:13](C(S(C1C=CC(C)=CC=1)(=O)=O)C)#[C-:14].[H-].[Na+].[Cl-].[Na+].[CH2:31]1COC[CH2:32]1, predict the reaction product. The product is: [C:9]([C:8]1[CH:7]=[CH:6][C:5]([C:4]2[C:3]([C:14]#[N:13])=[CH:1][NH:2][C:31]=2[CH3:32])=[CH:12][CH:11]=1)#[N:10]. (3) Given the reactants [Br:1][C:2]1[CH:8]=[CH:7][CH:6]=[CH:5][C:3]=1[NH2:4].[I:9][C:10]1[CH:19]=[CH:18]C2C(=CC=CC=2)N=1, predict the reaction product. The product is: [Br:1][C:2]1[CH:8]=[CH:7][CH:6]=[C:5]2[C:3]=1[N:4]=[CH:18][CH:19]=[C:10]2[I:9]. (4) Given the reactants [CH:1]1([O:5][C:6]([NH:8][C@@H:9]2[C:23](=[O:24])[N:22]3[CH2:25][C@H:26]([O:28][C:29]4[C:30]5[S:43][CH:42]=[CH:41][C:31]=5[N:32]=[C:33]([C:35]5[CH:40]=[CH:39][CH:38]=[CH:37][N:36]=5)[N:34]=4)[CH2:27][C@H:21]3[C:20](=[O:44])[NH:19][C@:18]3([C:46]([O:48]C)=[O:47])[CH2:45][C@H:17]3[CH:16]=[CH:15][CH2:14][CH2:13][CH2:12][CH2:11][CH2:10]2)=[O:7])[CH2:4][CH2:3][CH2:2]1.O1CCCC1.[OH-].[Li+], predict the reaction product. The product is: [CH:1]1([O:5][C:6]([NH:8][C@@H:9]2[C:23](=[O:24])[N:22]3[CH2:25][C@H:26]([O:28][C:29]4[C:30]5[S:43][CH:42]=[CH:41][C:31]=5[N:32]=[C:33]([C:35]5[CH:40]=[CH:39][CH:38]=[CH:37][N:36]=5)[N:34]=4)[CH2:27][C@H:21]3[C:20](=[O:44])[NH:19][C@:18]3([C:46]([OH:48])=[O:47])[CH2:45][C@H:17]3[CH:16]=[CH:15][CH2:14][CH2:13][CH2:12][CH2:11][CH2:10]2)=[O:7])[CH2:4][CH2:3][CH2:2]1. (5) Given the reactants Br[C:2]1[CH:3]=[C:4]([CH2:17][N:18]([CH3:26])[C:19](=[O:25])[O:20][C:21]([CH3:24])([CH3:23])[CH3:22])[S:5][C:6]=1[S:7]([C:10]1[CH:15]=[CH:14][CH:13]=[C:12]([F:16])[CH:11]=1)(=[O:9])=[O:8].[Cl:27][C:28]1[C:33](B(O)O)=[CH:32][CH:31]=[CH:30][N:29]=1.C(=O)([O-])[O-].[Na+].[Na+].COCCOC, predict the reaction product. The product is: [Cl:27][C:28]1[C:33]([C:2]2[CH:3]=[C:4]([CH2:17][N:18]([CH3:26])[C:19](=[O:25])[O:20][C:21]([CH3:24])([CH3:23])[CH3:22])[S:5][C:6]=2[S:7]([C:10]2[CH:15]=[CH:14][CH:13]=[C:12]([F:16])[CH:11]=2)(=[O:9])=[O:8])=[CH:32][CH:31]=[CH:30][N:29]=1. (6) Given the reactants [C:1]([Si:5]([CH3:18])([CH3:17])[O:6][CH2:7][CH2:8][CH:9]=[CH:10][C:11]1[NH:15][CH:14]=[N:13][C:12]=1[CH3:16])([CH3:4])([CH3:3])[CH3:2], predict the reaction product. The product is: [CH3:16][C:12]1[NH:13][CH:14]=[N:15][C:11]=1[CH2:10][CH2:9][CH2:8][CH2:7][O:6][Si:5]([C:1]([CH3:4])([CH3:3])[CH3:2])([CH3:18])[CH3:17]. (7) Given the reactants [CH:1]([C:4]1[N:8]=[C:7]([N:9]2[CH2:14][CH2:13][CH:12]([C@H:15]([CH3:23])[CH2:16][CH2:17][O:18]S(C)(=O)=O)[CH2:11][CH2:10]2)[O:6][N:5]=1)([CH3:3])[CH3:2].[CH3:24][O:25][C:26](=[O:44])[CH:27]([NH:36][C:37]([O:39][C:40]([CH3:43])([CH3:42])[CH3:41])=[O:38])[CH2:28][C:29]1[CH:34]=[CH:33][C:32](O)=[CH:31][CH:30]=1, predict the reaction product. The product is: [CH3:24][O:25][C:26](=[O:44])[CH:27]([NH:36][C:37]([O:39][C:40]([CH3:42])([CH3:41])[CH3:43])=[O:38])[CH2:28][C:29]1[CH:34]=[CH:33][C:32]([O:18][CH2:17][CH2:16][C@H:15]([CH:12]2[CH2:13][CH2:14][N:9]([C:7]3[O:6][N:5]=[C:4]([CH:1]([CH3:3])[CH3:2])[N:8]=3)[CH2:10][CH2:11]2)[CH3:23])=[CH:31][CH:30]=1.